From a dataset of Reaction yield outcomes from USPTO patents with 853,638 reactions. Predict the reaction yield, written as a fraction of the theoretical maximum amount of product (1.0 means a 100% yield; for example, 0.34 means a 34% yield). (1) The reactants are [Cl:1][C:2]1[C:3]([F:11])=[C:4]([C:8](=O)[CH3:9])[CH:5]=[CH:6][CH:7]=1.[CH3:12][C:13]([S@:16]([NH2:18])=[O:17])([CH3:15])[CH3:14].CCOC(C)=O.C([O-])(O)=O.[Na+]. The catalyst is C1COCC1.[Cl-].[Na+].O.C(O[Ti](OCC)(OCC)OCC)C. The product is [Cl:1][C:2]1[C:3]([F:11])=[C:4](/[C:8](=[N:18]/[S@@:16]([C:13]([CH3:15])([CH3:14])[CH3:12])=[O:17])/[CH3:9])[CH:5]=[CH:6][CH:7]=1. The yield is 0.960. (2) The reactants are [C:1]([O:5][CH2:6][CH3:7])(=[O:4])[CH2:2][CH3:3].[I-].[NH2:9][N+:10]1[CH:15]=[CH:14][CH:13]=[CH:12][CH:11]=1.C(=O)([O-])[O-].[K+].[K+].O. The catalyst is CN(C=O)C.C(OCC)(=O)C. The product is [N:9]1[N:10]2[CH:15]=[CH:14][CH:13]=[CH:12][C:11]2=[C:2]([C:1]([O:5][CH2:6][CH3:7])=[O:4])[CH:3]=1. The yield is 0.500. (3) The reactants are [C:1]1([C:8]2[CH:13]=[CH:12][CH:11]=[CH:10][CH:9]=2)[CH:6]=[CH:5][C:4]([OH:7])=[CH:3][CH:2]=1.[Br:14][CH2:15][CH2:16][CH2:17]Br.C([O-])([O-])=O.[Cs+].[Cs+]. The catalyst is C(#N)C. The product is [Br:14][CH2:15][CH2:16][CH2:17][O:7][C:4]1[CH:3]=[CH:2][C:1]([C:8]2[CH:13]=[CH:12][CH:11]=[CH:10][CH:9]=2)=[CH:6][CH:5]=1. The yield is 0.640. (4) The reactants are [NH2:1][C:2]1[C:3]([F:11])=[C:4]([CH:8]=[CH:9][CH:10]=1)[C:5](O)=[O:6].[H-].[H-].[H-].[H-].[Li+].[Al+3]. The catalyst is C1COCC1.CCOC(C)=O. The product is [NH2:1][C:2]1[C:3]([F:11])=[C:4]([CH2:5][OH:6])[CH:8]=[CH:9][CH:10]=1. The yield is 0.501. (5) The reactants are Br[C:2]1[N:3]=[C:4]([CH:24]2[CH2:29][CH2:28][CH2:27][CH2:26][CH2:25]2)[N:5]2[C:10]3[CH:11]=[CH:12][N:13]([S:14]([C:17]4[CH:23]=[CH:22][C:20]([CH3:21])=[CH:19][CH:18]=4)(=[O:16])=[O:15])[C:9]=3[N:8]=[CH:7][C:6]=12.C(Cl)Cl.CC1(C)C(C)(C)OB(/[CH:41]=[CH:42]/[C:43]([O:45][CH2:46][CH3:47])=[O:44])O1.C([O-])([O-])=O.[Na+].[Na+]. The catalyst is C1COCC1.C1C=CC(P(C2C=CC=CC=2)[C-]2C=CC=C2)=CC=1.C1C=CC(P(C2C=CC=CC=2)[C-]2C=CC=C2)=CC=1.Cl[Pd]Cl.[Fe+2].O. The product is [CH:24]1([C:4]2[N:5]3[C:10]4[CH:11]=[CH:12][N:13]([S:14]([C:17]5[CH:18]=[CH:19][C:20]([CH3:21])=[CH:22][CH:23]=5)(=[O:15])=[O:16])[C:9]=4[N:8]=[CH:7][C:6]3=[C:2](/[CH:41]=[CH:42]/[C:43]([O:45][CH2:46][CH3:47])=[O:44])[N:3]=2)[CH2:29][CH2:28][CH2:27][CH2:26][CH2:25]1. The yield is 0.700. (6) The reactants are [CH3:1][O:2][C:3]([CH:5](P(OC)(OC)=O)[NH:6][C:7]([O:9][CH2:10][C:11]1[CH:16]=[CH:15][CH:14]=[CH:13][CH:12]=1)=[O:8])=[O:4].[CH3:23][C:24]1[CH:25]=[C:26]([CH:29]=O)[S:27][CH:28]=1.C1CCN2C(=NCCC2)CC1. The catalyst is C(Cl)Cl. The product is [CH2:10]([O:9][C:7]([NH:6]/[C:5](=[CH:29]\[C:26]1[S:27][CH:28]=[C:24]([CH3:23])[CH:25]=1)/[C:3]([O:2][CH3:1])=[O:4])=[O:8])[C:11]1[CH:12]=[CH:13][CH:14]=[CH:15][CH:16]=1. The yield is 0.670. (7) The reactants are [Cl:1][C:2]1[CH:3]=[CH:4][C:5]2[O:10][C:9](=[O:11])[CH:8]=[C:7]([CH2:12][CH2:13][CH2:14][C:15]#[N:16])[C:6]=2[CH:17]=1.[OH2:18]. The catalyst is OS(O)(=O)=O. The yield is 0.930. The product is [Cl:1][C:2]1[CH:3]=[CH:4][C:5]2[O:10][C:9](=[O:11])[CH:8]=[C:7]([CH2:12][CH2:13][CH2:14][C:15]([NH2:16])=[O:18])[C:6]=2[CH:17]=1.